Task: Predict the reaction yield, written as a fraction of the theoretical maximum amount of product (1.0 means a 100% yield; for example, 0.34 means a 34% yield).. Dataset: Reaction yield outcomes from USPTO patents with 853,638 reactions (1) The reactants are [C:1]([N:4]1[CH2:9][CH2:8][CH:7]([N:10]([C:27]([O:29][C:30]([CH3:33])([CH3:32])[CH3:31])=[O:28])[N:11](C(=O)C2C=CC=CC=2)[C:12]([O:14][C:15]([CH3:18])([CH3:17])[CH3:16])=[O:13])[CH2:6][CH2:5]1)(=[O:3])[CH3:2].O.[OH-].[Li+]. The catalyst is O1CCCC1.O. The product is [C:1]([N:4]1[CH2:5][CH2:6][CH:7]([N:10]([C:27]([O:29][C:30]([CH3:33])([CH3:32])[CH3:31])=[O:28])[NH:11][C:12]([O:14][C:15]([CH3:16])([CH3:17])[CH3:18])=[O:13])[CH2:8][CH2:9]1)(=[O:3])[CH3:2]. The yield is 0.840. (2) The reactants are C(OC([N:8]1[CH2:12][CH2:11][CH2:10][C@H:9]1[CH2:13][O:14][C:15]1[CH:20]=[CH:19][C:18]([CH2:21][C:22]2[CH:27]=[CH:26][C:25]([N:28]3[CH2:33][CH2:32][O:31][CH2:30][CH2:29]3)=[CH:24][CH:23]=2)=[CH:17][CH:16]=1)=O)(C)(C)C.Cl.CCOCC. The catalyst is O1CCOCC1. The product is [NH:8]1[CH2:12][CH2:11][CH2:10][C@H:9]1[CH2:13][O:14][C:15]1[CH:16]=[CH:17][C:18]([CH2:21][C:22]2[CH:27]=[CH:26][C:25]([N:28]3[CH2:33][CH2:32][O:31][CH2:30][CH2:29]3)=[CH:24][CH:23]=2)=[CH:19][CH:20]=1. The yield is 0.800. (3) The reactants are [CH2:1]([N:4]1[CH2:13][CH:12]2[C:14]3[CH:15]=[CH:16][C:17]([O:23][CH3:24])=[C:18]([O:21][CH3:22])[C:19]=3[O:20][C:10]3[C:11]2=[C:6]([CH:7]=[CH:8][CH:9]=3)[CH2:5]1)[CH:2]=[CH2:3]. The catalyst is C(O)C.[Pd]. The product is [CH2:1]([N:4]1[CH2:13][CH:12]2[C:14]3[CH:15]=[CH:16][C:17]([O:23][CH3:24])=[C:18]([O:21][CH3:22])[C:19]=3[O:20][C:10]3[C:11]2=[C:6]([CH:7]=[CH:8][CH:9]=3)[CH2:5]1)[CH2:2][CH3:3]. The yield is 0.910. (4) The reactants are C([O:8][C:9]1[C:10]([NH:15][C:16]2[S:17][CH:18]=[C:19]([CH3:21])[N:20]=2)=[N:11][CH:12]=[CH:13][CH:14]=1)C1C=CC=CC=1.C(=O)(O)[O-].[Na+]. The catalyst is Cl. The product is [CH3:21][C:19]1[N:20]=[C:16]([NH:15][C:10]2[C:9]([OH:8])=[CH:14][CH:13]=[CH:12][N:11]=2)[S:17][CH:18]=1. The yield is 0.785. (5) The reactants are Br[C:2]1[CH:7]=[CH:6][N:5]=[C:4]([Cl:8])[CH:3]=1.[CH3:9][Si:10]([C:13]#[CH:14])([CH3:12])[CH3:11]. The catalyst is C(N(CC)CC)C.[Cu]I.C1C=CC(P(C2C=CC=CC=2)C2C=CC=CC=2)=CC=1.C1C=CC(P(C2C=CC=CC=2)C2C=CC=CC=2)=CC=1.Cl[Pd]Cl. The product is [Cl:8][C:4]1[CH:3]=[C:2]([C:14]#[C:13][Si:10]([CH3:12])([CH3:11])[CH3:9])[CH:7]=[CH:6][N:5]=1. The yield is 0.910. (6) The reactants are Cl[C:2]1[CH:9]=[CH:8][C:5]([C:6]#[N:7])=[CH:4][C:3]=1[N+:10]([O-:12])=[O:11].[Cl:13][C:14]1[CH:19]=[CH:18][C:17]([Cl:20])=[CH:16][C:15]=1[SH:21].C([O-])([O-])=O.[K+].[K+]. The catalyst is C1COCC1. The product is [Cl:13][C:14]1[CH:19]=[CH:18][C:17]([Cl:20])=[CH:16][C:15]=1[S:21][C:2]1[CH:9]=[CH:8][C:5]([C:6]#[N:7])=[CH:4][C:3]=1[N+:10]([O-:12])=[O:11]. The yield is 0.664. (7) The reactants are [OH:1][C:2]1[CH:3]=[C:4]([CH:8]=[CH:9][CH:10]=1)[C:5]([OH:7])=[O:6].[Br:11]Br. The catalyst is CC(O)=O. The product is [Br:11][C:10]1[CH:9]=[CH:8][C:4]([C:5]([OH:7])=[O:6])=[CH:3][C:2]=1[OH:1]. The yield is 0.120. (8) The reactants are [Br:1][CH2:2][CH2:3]Br.[Cl:5][C:6]1[CH:25]=[CH:24][C:9]([NH:10][C:11]2[C:20]3[C:15](=[CH:16][C:17]([OH:23])=[C:18]([O:21][CH3:22])[CH:19]=3)[N:14]=[CH:13][N:12]=2)=[C:8]([F:26])[CH:7]=1.C(=O)([O-])[O-].[K+].[K+].O. The catalyst is CN(C=O)C. The product is [Br:1][CH2:2][CH2:3][O:23][C:17]1[CH:16]=[C:15]2[C:20]([C:11]([NH:10][C:9]3[CH:24]=[CH:25][C:6]([Cl:5])=[CH:7][C:8]=3[F:26])=[N:12][CH:13]=[N:14]2)=[CH:19][C:18]=1[O:21][CH3:22]. The yield is 0.540.